From a dataset of Experimentally validated miRNA-target interactions with 360,000+ pairs, plus equal number of negative samples. Binary Classification. Given a miRNA mature sequence and a target amino acid sequence, predict their likelihood of interaction. (1) The miRNA is hsa-miR-383-5p with sequence AGAUCAGAAGGUGAUUGUGGCU. The protein sequence of the target gene is MPSLWDRFSSSSTSSSPSSLPRTPTPDRPPRSAWGSATREEGFDRSTSLESSDCESLDSSNSGFGPEEDTAYLDGVSLPDFELLSDPEDEHLCANLMQLLQESLAQARLGSRRPARLLMPSQLVSQVGKELLRLAYSEPCGLRGALLDVCVEQGKSCHSVGQLALDPSLVPTFQLTLVLRLDSRLWPKIQGLFSSANSPFLPGFSQSLTLSTGFRVIKKKLYSSEQLLIEEC. Result: 1 (interaction). (2) The miRNA is hsa-miR-769-3p with sequence CUGGGAUCUCCGGGGUCUUGGUU. The protein sequence of the target gene is MADAGIRRVVPSDLYPLVLGFLRDNQLSEVANKFAKATGATQQDANASSLLDIYSFWLKSAKVPERKLQANGPVAKKAKKKASSSDSEDSSEEEEEVQGPPAKKAAVPAKRVGLPPGKAAAKASESSSSEESSDDDDEEDQKKQPVQKGVKPQAKAAKAPPKKAKSSDSDSDSSSEDEPPKNQKPKITPVTVKAQTKAPPKPARAAPKIANGKAASSSSSSSSSSSSDDSEEEKAAATPKKTVPKKQVVAKAPVKAATTPTRKSSSSEDSSSDEEEEQKKPMKNKPGPYSSVPPPSAPPP.... Result: 0 (no interaction). (3) The miRNA is hsa-miR-520h with sequence ACAAAGUGCUUCCCUUUAGAGU. The protein sequence of the target gene is MPLLFLERFPWPSLRTYTGLSGLALLGTIVSAYRALSQPEDGSGEPEPLTAPLQPEALAPARLTAGGPRARDVAQYLLSDSLFVWVLVNTACCVLMLVAKLIQCIVFGPLRVSERQHLKDKFWNFIFYKFIFIFGVLNVQTVEEVVMWCLWFAGLVFLHLMVQLCKDRFEYLSFSPTTPMSSHGRVLSLLIAMLLSCCGLAVVCCVTGYTHGMHTLAFMAAESLLVTVRTAHVILRYVIHLWDLNHEGTWEGKGTYVYYTDFVMELALLSLDLMHHIHMLLFGNIWLSMASLVIFMQLRY.... Result: 0 (no interaction). (4) The miRNA is cel-miR-247-3p with sequence UGACUAGAGCCUAUUCUCUUCU. The protein sequence of the target gene is MAAALFVLLGFALLGTHGASGAAGFVQAPLSQQRWVGGSVELHCEAVGSPVPEIQWWFEGQGPNDTCSQLWDGARLDRVHIHATYHQHAASTISIDTLVEEDTGTYECRASNDPDRNHLTRAPRVKWVRAQAVVLVLEPGTVFTTVEDLGSKILLTCSLNDSATEVTGHRWLKGGVVLKEDALPGQKTEFKVDSDDQWGEYSCVFLPEPMGTANIQLHGPPRVKAVKSSEHINEGETAMLVCKSESVPPVTDWAWYKITDSEDKALMNGSESRFFVSSSQGRSELHIENLNMEADPGQYR.... Result: 0 (no interaction). (5) The miRNA is hsa-miR-5000-3p with sequence UCAGGACACUUCUGAACUUGGA. The protein sequence of the target gene is MASHVDLLTELQLLEKVPTLERLRAAQKRRAQQLKKWAQYEQDLLHRKRKHERKRSTGGRRKKVSFEASVALLEASLRNDAEEVRYFLKNKVSPDLCNEDGLTALHQCCIDNFEEIVKLLLSHGANVNAKDNELWTPLHAAATCGHINLVKILVQYGADLLAVNSDGNMPYDLCEDEPTLDVIETCMAYQGITQEKINEMRAAPEQKMISDIHCMIAAGQDLDWIDGQGATLLHIAGANGYLRAAELLLDHGVRVDVKDWDGWEPLHAAAFWGQMPMAELLVSHGASLSARTSMDEMPID.... Result: 0 (no interaction). (6) The miRNA is hsa-miR-6128 with sequence ACUGGAAUUGGAGUCAAAA. The protein sequence of the target gene is MSSRLGAVTATPGPTSLKQQRSTRIVGAKNNRAQCSIKDNSFQYTIPHEDSLSGSSSASSCEPVSDFTATLRKSTYWMKMRRIKPAATSQVEGAGEKEKERAKGKRNVKQEEDEDYRELPQKKHKLYGRKQRPKAQPHPKPQARRVRKEPPVYAAGSMEEKWYLEIMDKGSVSCPTCQAVGRKTIEGLKKHMENCKQEMFTCHHCGKQLHSLAGMKYHVMANHNSLPILKAGDEVDEPSERERLRTVLKRMGKLRCMRESCSSTFTSIMGYLYHVRKCGKEASELEKLALKCHHCGKPYR.... Result: 0 (no interaction). (7) The miRNA is mmu-miR-666-3p with sequence GGCUGCAGCGUGAUCGCCUGCU. The protein sequence of the target gene is MTGLSMDGGGSPKGDVDPFYYDYETVRNGGLIFAGLAFIVGLLILLSRRFRCGGNKKRRQINEDEP. Result: 0 (no interaction). (8) The miRNA is hsa-miR-6840-3p with sequence GCCCAGGACUUUGUGCGGGGUG. The protein sequence of the target gene is MEGAALLRVSVLCIWMSALFLGVGVRAEEAGARVQQNVPSGTDTGDPQSKPLGDWAAGTMDPESSIFIEDAIKYFKEKVSTQNLLLLLTDNEAWNGFVAAAELPRNEADELRKALDNLARQMIMKDKNWHDKGQQYRNWFLKEFPRLKSELEDNIRRLRALADGVQKVHKGTTIANVVSGSLSISSGILTLVGMGLAPFTEGGSLVLLEPGMELGITAALTGITSSTMDYGKKWWTQAQAHDLVIKSLDKLKEVREFLGENISNFLSLAGNTYQLTRGIGKDIRALRRARANLQSVPHAS.... Result: 1 (interaction).